From a dataset of Forward reaction prediction with 1.9M reactions from USPTO patents (1976-2016). Predict the product of the given reaction. (1) Given the reactants [C@@H]1(NCCC2(O)CCC3(OCC(C)(C)CO3)CC2)C2C(=CC=CC=2)CC1.ClC(Cl)(OC(=O)OC(Cl)(Cl)Cl)Cl.[C@@H:39]1([N:48]2[CH2:53][CH2:52][C:51]3([CH2:65][CH2:64][C:56]4(OCC(C)(C)C[O:57]4)[CH2:55][CH2:54]3)[O:50][C:49]2=[O:66])[C:47]2[C:42](=[CH:43][CH:44]=[CH:45][CH:46]=2)[CH2:41][CH2:40]1, predict the reaction product. The product is: [C@@H:39]1([N:48]2[CH2:53][CH2:52][C:51]3([CH2:54][CH2:55][C:56](=[O:57])[CH2:64][CH2:65]3)[O:50][C:49]2=[O:66])[C:47]2[C:42](=[CH:43][CH:44]=[CH:45][CH:46]=2)[CH2:41][CH2:40]1. (2) Given the reactants [CH2:1]([N:8]1[C:13](=[O:14])[C:12]([CH3:15])=[C:11]2[S:16][C:17]([C:19](O)=[O:20])=[CH:18][N:10]2[C:9]1=[O:22])[C:2]1[CH:7]=[CH:6][CH:5]=[CH:4][CH:3]=1.[NH2:23][CH2:24][C:25]1[CH:26]=[C:27]2[C:31](=[CH:32][CH:33]=1)[NH:30][CH:29]=[CH:28]2.O.ON1C2C=CC=CC=2N=N1.Cl.CN(C)CCCN=C=NCC, predict the reaction product. The product is: [NH:30]1[C:31]2[C:27](=[CH:26][C:25]([CH2:24][NH:23][C:19]([C:17]3[S:16][C:11]4[N:10]([C:9](=[O:22])[N:8]([CH2:1][C:2]5[CH:3]=[CH:4][CH:5]=[CH:6][CH:7]=5)[C:13](=[O:14])[C:12]=4[CH3:15])[CH:18]=3)=[O:20])=[CH:33][CH:32]=2)[CH:28]=[CH:29]1.